This data is from Full USPTO retrosynthesis dataset with 1.9M reactions from patents (1976-2016). The task is: Predict the reactants needed to synthesize the given product. (1) Given the product [ClH:53].[CH3:38][C:22]1([CH3:39])[CH2:23][CH2:24][N:25]2[C:30](=[O:31])[CH:29]=[C:28]([C:32]3[CH:33]=[CH:34][N:35]=[CH:36][CH:37]=3)[N:27]=[C:26]2[N:21]1[CH2:20][C:19](=[O:18])[C:40]1[CH:45]=[CH:44][CH:43]=[CH:42][CH:41]=1, predict the reactants needed to synthesize it. The reactants are: CS(C)=O.FC(F)(F)C(OC(=O)C(F)(F)F)=O.[OH:18][C@@H:19]([C:40]1[CH:45]=[CH:44][CH:43]=[CH:42][CH:41]=1)[CH2:20][N:21]1[C:26]2=[N:27][C:28]([C:32]3[CH:37]=[CH:36][N:35]=[CH:34][CH:33]=3)=[CH:29][C:30](=[O:31])[N:25]2[CH2:24][CH2:23][C:22]1([CH3:39])[CH3:38].C(N(CC)CC)C.[Cl:53]CCl. (2) Given the product [NH:1]1[C:5]2[CH:6]=[CH:7][CH:8]=[CH:9][C:4]=2[N:3]=[C:2]1[C:10]([N:12]1[CH2:15][CH:14]([C:16]2[C:21]([C:30]3[CH:35]=[CH:34][CH:33]=[CH:32][CH:31]=3)=[CH:20][N:19]=[C:18]([Cl:23])[N:17]=2)[CH2:13]1)=[O:11], predict the reactants needed to synthesize it. The reactants are: [NH:1]1[C:5]2[CH:6]=[CH:7][CH:8]=[CH:9][C:4]=2[N:3]=[C:2]1[C:10]([N:12]1[CH2:15][CH:14]([C:16]2[C:21](Br)=[CH:20][N:19]=[C:18]([Cl:23])[N:17]=2)[CH2:13]1)=[O:11].C([O-])([O-])=O.[Na+].[Na+].[C:30]1(B(O)O)[CH:35]=[CH:34][CH:33]=[CH:32][CH:31]=1. (3) The reactants are: [CH3:1][O:2][C:3]1[CH:16]=[CH:15][C:6]([CH2:7][O:8][CH2:9][CH2:10][C@H:11]([OH:14])[CH2:12][OH:13])=[CH:5][CH:4]=1.[C:17](Cl)([C:30]1[CH:35]=[CH:34][CH:33]=[CH:32][CH:31]=1)([C:24]1[CH:29]=[CH:28][CH:27]=[CH:26][CH:25]=1)[C:18]1[CH:23]=[CH:22][CH:21]=[CH:20][CH:19]=1. Given the product [C:17]([O:13][CH2:12][C@@H:11]([OH:14])[CH2:10][CH2:9][O:8][CH2:7][C:6]1[CH:5]=[CH:4][C:3]([O:2][CH3:1])=[CH:16][CH:15]=1)([C:18]1[CH:23]=[CH:22][CH:21]=[CH:20][CH:19]=1)([C:30]1[CH:31]=[CH:32][CH:33]=[CH:34][CH:35]=1)[C:24]1[CH:25]=[CH:26][CH:27]=[CH:28][CH:29]=1, predict the reactants needed to synthesize it. (4) Given the product [N:24]1[CH:23]=[CH:22][C:21]([O:20][C:16]2[CH:15]=[C:14]([C:11]3[C:12]4[O:13][C:5]([CH:4]=[O:3])=[CH:6][C:7]=4[CH:8]=[N:9][CH:10]=3)[CH:19]=[CH:18][CH:17]=2)=[CH:26][CH:25]=1, predict the reactants needed to synthesize it. The reactants are: C([O:3][CH:4](OCC)[C:5]1[O:13][C:12]2[C:11]([C:14]3[CH:19]=[CH:18][CH:17]=[C:16]([O:20][C:21]4[CH:26]=[CH:25][N:24]=[CH:23][CH:22]=4)[CH:15]=3)=[CH:10][N:9]=[CH:8][C:7]=2[CH:6]=1)C.Cl.C(=O)(O)[O-].[Na+]. (5) Given the product [CH:1]([C:4]1[CH:5]=[C:6]([OH:14])[CH:7]=[C:8]([C:10]([F:12])([F:13])[F:11])[CH:9]=1)([CH3:3])[CH3:2], predict the reactants needed to synthesize it. The reactants are: [C:1]([C:4]1[CH:5]=[C:6]([OH:14])[CH:7]=[C:8]([C:10]([F:13])([F:12])[F:11])[CH:9]=1)([CH3:3])=[CH2:2].[H][H].